This data is from Catalyst prediction with 721,799 reactions and 888 catalyst types from USPTO. The task is: Predict which catalyst facilitates the given reaction. (1) Reactant: [CH3:1][C:2]([CH3:14])([CH3:13])[C:3](=O)[CH2:4][C:5](=O)[C:6]([O:8][CH2:9][CH3:10])=[O:7].C1C=CC=CC=1.[CH3:21][C:22]([N:25]1[C:29]([NH2:30])=[CH:28][C:27]([CH3:31])=[N:26]1)([CH3:24])[CH3:23]. Product: [CH3:24][C:22]([N:25]1[C:29]2[N:30]=[C:3]([C:2]([CH3:14])([CH3:13])[CH3:1])[CH:4]=[C:5]([C:6]([O:8][CH2:9][CH3:10])=[O:7])[C:28]=2[C:27]([CH3:31])=[N:26]1)([CH3:21])[CH3:23]. The catalyst class is: 15. (2) The catalyst class is: 2. Product: [C:24]([C:18]1[C:17]2[C:21](=[CH:22][CH:23]=[C:15]([CH2:14][CH2:13][NH:12][C:10](=[O:11])[C:9]3[CH:8]=[CH:7][C:6]([C:3]([CH3:5])([CH3:4])[CH2:2][NH:1][S:35]([CH3:34])(=[O:37])=[O:36])=[CH:27][CH:26]=3)[CH:16]=2)[NH:20][CH:19]=1)#[N:25]. Reactant: [NH2:1][CH2:2][C:3]([C:6]1[CH:27]=[CH:26][C:9]([C:10]([NH:12][CH2:13][CH2:14][C:15]2[CH:16]=[C:17]3[C:21](=[CH:22][CH:23]=2)[NH:20][CH:19]=[C:18]3[C:24]#[N:25])=[O:11])=[CH:8][CH:7]=1)([CH3:5])[CH3:4].N1C=CC=CC=1.[CH3:34][S:35](Cl)(=[O:37])=[O:36]. (3) Reactant: N[C:2]1[CH:9]=[CH:8][C:7](C)=[CH:6][C:3]=1[C:4]#N.[C:11]([NH:13][C:14]([NH2:16])=[NH:15])#[N:12].O. Product: [NH2:15][C:14]1[N:13]=[C:11]([NH2:12])[C:7]2[C:8](=[CH:9][CH:2]=[C:3]([CH3:4])[CH:6]=2)[N:16]=1. The catalyst class is: 33. (4) Reactant: C([O:4][CH2:5][CH2:6][CH:7]1[CH2:15][C:14]2[C:9](=[CH:10][C:11]([N+:20]([O-:22])=[O:21])=[C:12]([NH:16]C(=O)C)[CH:13]=2)[CH2:8]1)(=O)C.O.[CH]Cl. Product: [NH2:16][C:12]1[CH:13]=[C:14]2[C:9](=[CH:10][C:11]=1[N+:20]([O-:22])=[O:21])[CH2:8][CH:7]([CH2:6][CH2:5][OH:4])[CH2:15]2. The catalyst class is: 5. (5) Reactant: [F:1][C:2]([F:19])([F:18])[CH:3]([NH:10]C(=O)OC(C)(C)C)[CH2:4][CH2:5][S:6]([CH3:9])(=[O:8])=[O:7].FC(F)(F)C(O)=O. Product: [F:19][C:2]([F:1])([F:18])[CH:3]([NH2:10])[CH2:4][CH2:5][S:6]([CH3:9])(=[O:7])=[O:8]. The catalyst class is: 503. (6) Reactant: [CH:1]([N:4]1[C:9](=[O:10])[CH:8]=[CH:7][C:6]([C:11]2[S:15][C:14]([C:16](OCC)=[O:17])=[N:13][C:12]=2[C:21]2[CH:26]=[CH:25][CH:24]=[CH:23][CH:22]=2)=[N:5]1)([CH3:3])[CH3:2].[N:27]1[CH:32]=[CH:31][CH:30]=[C:29]([CH2:33][NH2:34])[CH:28]=1. Product: [CH:1]([N:4]1[C:9](=[O:10])[CH:8]=[CH:7][C:6]([C:11]2[S:15][C:14]([C:16]([NH:34][CH2:33][C:29]3[CH:28]=[N:27][CH:32]=[CH:31][CH:30]=3)=[O:17])=[N:13][C:12]=2[C:21]2[CH:22]=[CH:23][CH:24]=[CH:25][CH:26]=2)=[N:5]1)([CH3:3])[CH3:2]. The catalyst class is: 12. (7) Reactant: [Cl:1]N1C(=O)CCC1=O.Cl.[Cl:10][C:11]1[CH:36]=[CH:35][C:14]2[O:15][C:16]3[CH:34]=[CH:33][CH:32]=[CH:31][C:17]=3[C@@H:18]3[C@H:23]([NH:24][C:25](=[O:30])[C:26]([F:29])([F:28])[F:27])[CH2:22][CH2:21][CH2:20][N:19]3[C:13]=2[CH:12]=1. Product: [Cl:1][C:12]1[C:13]2[N:19]3[CH2:20][CH2:21][CH2:22][C@@H:23]([NH:24][C:25](=[O:30])[C:26]([F:29])([F:28])[F:27])[C@H:18]3[C:17]3[CH:31]=[CH:32][CH:33]=[CH:34][C:16]=3[O:15][C:14]=2[CH:35]=[CH:36][C:11]=1[Cl:10].[Cl:10][C:11]1[C:36]([Cl:1])=[CH:35][C:14]2[O:15][C:16]3[CH:34]=[CH:33][CH:32]=[CH:31][C:17]=3[C@@H:18]3[C@H:23]([NH:24][C:25](=[O:30])[C:26]([F:29])([F:28])[F:27])[CH2:22][CH2:21][CH2:20][N:19]3[C:13]=2[CH:12]=1. The catalyst class is: 21. (8) Reactant: Br[C:2]1[C:7](OC)=[CH:6][CH:5]=[CH:4][N:3]=1.[CH3:10][C:11]1[N:16]=[C:15]([NH2:17])[CH:14]=[CH:13][CH:12]=1.C1C=CC(P(C2C(C3C(P(C4C=CC=CC=4)C4C=CC=CC=4)=CC=C4C=3C=CC=C4)=C3C(C=CC=C3)=CC=2)C2C=CC=CC=2)=CC=1.CC(C)([O-])C.[Na+]. Product: [CH3:10][C:11]1[N:16]=[C:15]([NH:17][C:2]2[CH:7]=[CH:6][CH:5]=[CH:4][N:3]=2)[CH:14]=[CH:13][CH:12]=1. The catalyst class is: 101.